Dataset: Full USPTO retrosynthesis dataset with 1.9M reactions from patents (1976-2016). Task: Predict the reactants needed to synthesize the given product. (1) Given the product [CH2:20]([C:19]([C:22]1[CH:27]=[CH:26][C:25]([C:28]#[C:29][C:30]2([OH:36])[CH2:35][CH2:34][S:33][CH2:32][CH2:31]2)=[C:24]([CH3:37])[CH:23]=1)([C:16]1[CH:17]=[CH:18][C:13]([OH:1])=[C:14]([CH3:40])[CH:15]=1)[CH2:38][CH3:39])[CH3:21], predict the reactants needed to synthesize it. The reactants are: [OH-:1].[Na+].COC(=O)CC1C=CC([C:13]2[CH:18]=[CH:17][C:16]([C:19]([CH2:38][CH3:39])([C:22]3[CH:27]=[CH:26][C:25]([C:28]#[C:29][C:30]4([OH:36])[CH2:35][CH2:34][S:33][CH2:32][CH2:31]4)=[C:24]([CH3:37])[CH:23]=3)[CH2:20][CH3:21])=[CH:15][C:14]=2[CH3:40])=CC=1.P([O-])(O)(O)=O.[Na+]. (2) Given the product [F:14][C:13]1[C:8]([F:7])=[C:9]([CH2:16][N:17]2[C:26](=[O:27])[C:25]([C:28](=[O:29])[NH:30][C:31]3[CH:36]=[CH:35][C:34]([C:37]([F:38])([F:39])[F:40])=[CH:33][C:32]=3[C:41]3[CH:46]=[C:45]([C:47]([F:48])([F:49])[F:50])[N:44]=[CH:43][N:42]=3)=[C:24]([OH:51])[C:19]3([CH2:20][CH2:21][CH2:22][CH2:23]3)[N:18]2[CH3:52])[CH:10]=[CH:11][C:12]=1[O:15][CH2:54][CH2:55][CH2:56][C:57]([O:59][CH3:60])=[O:58], predict the reactants needed to synthesize it. The reactants are: C(=O)([O-])[O-].[Cs+].[Cs+].[F:7][C:8]1[C:13]([F:14])=[C:12]([OH:15])[CH:11]=[CH:10][C:9]=1[CH2:16][N:17]1[C:26](=[O:27])[C:25]([C:28]([NH:30][C:31]2[CH:36]=[CH:35][C:34]([C:37]([F:40])([F:39])[F:38])=[CH:33][C:32]=2[C:41]2[CH:46]=[C:45]([C:47]([F:50])([F:49])[F:48])[N:44]=[CH:43][N:42]=2)=[O:29])=[C:24]([OH:51])[C:19]2([CH2:23][CH2:22][CH2:21][CH2:20]2)[N:18]1[CH3:52].Br[CH2:54][CH2:55][CH2:56][C:57]([O:59][CH3:60])=[O:58].Cl. (3) Given the product [CH3:26][N:27]([CH2:28][CH2:29][C:30]1[CH:35]=[CH:34][CH:33]=[CH:32][CH:31]=1)[C:2]1[N:7]=[N:6][C:5]([N:8]2[CH2:13][CH2:12][N:11]([C:14]([C:16]3[CH:21]=[CH:20][CH:19]=[CH:18][C:17]=3[C:22]([F:25])([F:24])[F:23])=[O:15])[CH2:10][CH2:9]2)=[CH:4][CH:3]=1, predict the reactants needed to synthesize it. The reactants are: Cl[C:2]1[N:7]=[N:6][C:5]([N:8]2[CH2:13][CH2:12][N:11]([C:14]([C:16]3[CH:21]=[CH:20][CH:19]=[CH:18][C:17]=3[C:22]([F:25])([F:24])[F:23])=[O:15])[CH2:10][CH2:9]2)=[CH:4][CH:3]=1.[CH3:26][NH:27][CH2:28][CH2:29][C:30]1[CH:35]=[CH:34][CH:33]=[CH:32][CH:31]=1.[Cl-].[NH4+].C(=O)([O-])[O-].[K+].[K+]. (4) Given the product [C:35]([C:39]1[CH:44]=[CH:43][C:42]([O:11][CH2:12][CH2:13][CH2:14][N:15]2[CH2:16][CH2:17][CH:18]([C:21]([C:28]3[CH:33]=[CH:32][CH:31]=[CH:30][CH:29]=3)([C:22]3[CH:27]=[CH:26][CH:25]=[CH:24][CH:23]=3)[OH:34])[CH2:19][CH2:20]2)=[CH:41][CH:40]=1)([CH3:38])([CH3:37])[CH3:36], predict the reactants needed to synthesize it. The reactants are: CC1C=CC(S([O:11][CH2:12][CH2:13][CH2:14][N:15]2[CH2:20][CH2:19][CH:18]([C:21]([OH:34])([C:28]3[CH:33]=[CH:32][CH:31]=[CH:30][CH:29]=3)[C:22]3[CH:27]=[CH:26][CH:25]=[CH:24][CH:23]=3)[CH2:17][CH2:16]2)(=O)=O)=CC=1.[C:35]([C:39]1[CH:44]=[CH:43][C:42](O)=[CH:41][CH:40]=1)([CH3:38])([CH3:37])[CH3:36].C(#N)C.